Dataset: Catalyst prediction with 721,799 reactions and 888 catalyst types from USPTO. Task: Predict which catalyst facilitates the given reaction. (1) Reactant: [F:1][C:2]([F:16])([C:8]1[CH:13]=[CH:12][N:11]=[C:10](SC)[N:9]=1)[C:3]([O:5][CH2:6][CH3:7])=[O:4].C[SiH](C)C. Product: [F:16][C:2]([F:1])([C:8]1[CH:13]=[CH:12][N:11]=[CH:10][N:9]=1)[C:3]([O:5][CH2:6][CH3:7])=[O:4]. The catalyst class is: 312. (2) Product: [F:1][C:2]1[CH:7]=[CH:6][CH:5]=[C:4]([F:8])[C:3]=1[N:9]1[C:14]2[N:15]=[C:16]([NH:28][CH2:29][CH2:30][N:31]([CH3:32])[CH3:33])[N:17]=[C:18]([C:19]3[CH:20]=[CH:21][CH:25]=[CH:26][C:27]=3[C:42]([NH:35][C:36]3[CH:41]=[CH:40][CH:39]=[CH:38][CH:37]=3)=[O:75])[C:13]=2[CH2:12][NH:11][C:10]1=[O:34]. The catalyst class is: 2. Reactant: [F:1][C:2]1[CH:7]=[CH:6][CH:5]=[C:4]([F:8])[C:3]=1[N:9]1[C:14]2[N:15]=[C:16]([NH:28][CH2:29][CH2:30][N:31]([CH3:33])[CH3:32])[N:17]=[C:18]([C:19]3[CH:20]=[C:21]([CH:25]=[CH:26][CH:27]=3)C(O)=O)[C:13]=2[CH2:12][NH:11][C:10]1=[O:34].[NH2:35][C:36]1[CH:41]=[CH:40][CH:39]=[CH:38][CH:37]=1.[CH3:42]N(C(ON1N=NC2C=CC=NC1=2)=[N+](C)C)C.F[P-](F)(F)(F)(F)F.C(N(C(C)C)CC)(C)C.[OH2:75]. (3) Reactant: [CH3:1][N:2]1[CH2:5][CH:4]([N:6]2[C:10]([C:11]3[CH:16]=[C:15]([C:17]([F:20])([F:19])[F:18])[CH:14]=[CH:13][C:12]=3[OH:21])=[CH:9][CH:8]=[N:7]2)[CH2:3]1.CC(C)([O-])C.[K+].[S:28]1[CH:32]=[C:31]([N:33]([S:41]([C:44]2[CH:49]=[C:48]([F:50])[C:47](F)=[CH:46][C:45]=2[F:52])(=[O:43])=[O:42])C(=O)OC(C)(C)C)[N:30]=[CH:29]1.O. Product: [F:52][C:45]1[CH:46]=[C:47]([O:21][C:12]2[CH:13]=[CH:14][C:15]([C:17]([F:20])([F:19])[F:18])=[CH:16][C:11]=2[C:10]2[N:6]([CH:4]3[CH2:3][N:2]([CH3:1])[CH2:5]3)[N:7]=[CH:8][CH:9]=2)[C:48]([F:50])=[CH:49][C:44]=1[S:41]([NH:33][C:31]1[N:30]=[CH:29][S:28][CH:32]=1)(=[O:43])=[O:42]. The catalyst class is: 10.